From a dataset of Forward reaction prediction with 1.9M reactions from USPTO patents (1976-2016). Predict the product of the given reaction. (1) Given the reactants [C:1]([OH:10])(=[O:9])[C:2]1[C:3](=[CH:5][CH:6]=[CH:7][CH:8]=1)[OH:4].[OH-].[CH2:12]([N+:16]([CH2:22][CH2:23][CH2:24][CH3:25])([CH2:18][CH2:19][CH2:20][CH3:21])[CH3:17])[CH2:13][CH2:14][CH3:15], predict the reaction product. The product is: [C:1]([O-:10])(=[O:9])[C:2]1[C:3](=[CH:5][CH:6]=[CH:7][CH:8]=1)[OH:4].[CH3:17][N+:16]([CH2:12][CH2:13][CH2:14][CH3:15])([CH2:22][CH2:23][CH2:24][CH3:25])[CH2:18][CH2:19][CH2:20][CH3:21].[C:1]([OH:10])(=[O:9])[C:2]1[C:3](=[CH:5][CH:6]=[CH:7][CH:8]=1)[OH:4]. (2) Given the reactants C([O:8][C:9]1[CH:21]=[CH:20][C:12]([O:13][C:14]2[CH:19]=[CH:18][N:17]=[CH:16][CH:15]=2)=[CH:11][CH:10]=1)C1C=CC=CC=1.C1COCC1, predict the reaction product. The product is: [N:17]1[CH:16]=[CH:15][C:14]([O:13][C:12]2[CH:20]=[CH:21][C:9]([OH:8])=[CH:10][CH:11]=2)=[CH:19][CH:18]=1.